Predict the reaction yield, written as a fraction of the theoretical maximum amount of product (1.0 means a 100% yield; for example, 0.34 means a 34% yield). From a dataset of Reaction yield outcomes from USPTO patents with 853,638 reactions. (1) The reactants are [C:1]([C:4]1[CH:5]=[C:6]([CH:11]=[CH:12][CH:13]=1)[C:7]([O:9][CH3:10])=[O:8])(=[O:3])[CH3:2].[Br:14]Br.C([O-])(O)=O.[Na+]. The catalyst is C(OCC)C.O1CCOCC1. The product is [Br:14][CH2:2][C:1]([C:4]1[CH:5]=[C:6]([CH:11]=[CH:12][CH:13]=1)[C:7]([O:9][CH3:10])=[O:8])=[O:3]. The yield is 0.680. (2) The reactants are [Br:1][C:2]1[CH:7]=[C:6]([NH:8][C:9]([CH3:20])([CH3:19])[CH2:10][O:11][Si:12]([C:15]([CH3:18])([CH3:17])[CH3:16])([CH3:14])[CH3:13])[C:5]([N+:21]([O-])=O)=[CH:4][N:3]=1. The catalyst is [Pt](=O)=O. The product is [Br:1][C:2]1[N:3]=[CH:4][C:5]([NH2:21])=[C:6]([NH:8][C:9]([CH3:20])([CH3:19])[CH2:10][O:11][Si:12]([C:15]([CH3:18])([CH3:17])[CH3:16])([CH3:13])[CH3:14])[CH:7]=1. The yield is 0.800. (3) The yield is 0.170. The product is [Cl:1][C:2]1[N:7]=[CH:6][C:5]([O:8][C:13]2[CH:14]=[CH:15][C:10]([F:9])=[CH:11][CH:12]=2)=[CH:4][N:3]=1. The catalyst is ClCCl.C([O-])(=O)C.[Cu+2].C([O-])(=O)C. The reactants are [Cl:1][C:2]1[N:7]=[CH:6][C:5]([OH:8])=[CH:4][N:3]=1.[F:9][C:10]1[CH:15]=[CH:14][C:13](B(O)O)=[CH:12][CH:11]=1.C(N(CC)CC)C. (4) The reactants are [NH2:1][C:2]1[CH:7]=[C:6]([CH3:8])[C:5]([NH:9][C:10](=[O:12])[CH3:11])=[C:4]([CH3:13])[CH:3]=1.[F:14][C:15]([F:25])([F:24])[C:16]1[CH:23]=[CH:22][C:19]([CH:20]=O)=[CH:18][CH:17]=1.O. The catalyst is C(O)C. The product is [CH3:8][C:6]1[CH:7]=[C:2]([NH:1][CH2:20][C:19]2[CH:18]=[CH:17][C:16]([C:15]([F:14])([F:24])[F:25])=[CH:23][CH:22]=2)[CH:3]=[C:4]([CH3:13])[C:5]=1[NH:9][C:10](=[O:12])[CH3:11]. The yield is 0.300. (5) The reactants are [Cl:1][C:2]1[CH:7]=[CH:6][CH:5]=[C:4]([N+:8]([O-:10])=[O:9])[C:3]=1Cl.[C:12]([O:16][C:17]([N:19]1[CH2:24][CH2:23][NH:22][CH2:21][CH2:20]1)=[O:18])([CH3:15])([CH3:14])[CH3:13].C([O-])([O-])=O.[K+].[K+]. The catalyst is C(#N)C. The product is [C:12]([O:16][C:17]([N:19]1[CH2:24][CH2:23][N:22]([C:3]2[C:4]([N+:8]([O-:10])=[O:9])=[CH:5][CH:6]=[CH:7][C:2]=2[Cl:1])[CH2:21][CH2:20]1)=[O:18])([CH3:15])([CH3:13])[CH3:14]. The yield is 0.700. (6) The reactants are [N+:1]([C:4]1[CH:9]=[C:8](B2OC(C)(C)C(C)(C)O2)[CH:7]=[CH:6][C:5]=1[NH2:19])([O-:3])=[O:2].[F:20][C:21]1[CH:28]=[CH:27][C:26](I)=[CH:25][C:22]=1[C:23]#[N:24].C(=O)([O-])[O-].[Na+].[Na+]. The catalyst is Cl[Pd]Cl. The product is [NH2:19][C:5]1[CH:6]=[CH:7][C:8]([C:26]2[CH:27]=[CH:28][C:21]([F:20])=[C:22]([C:23]#[N:24])[CH:25]=2)=[CH:9][C:4]=1[N+:1]([O-:3])=[O:2]. The yield is 0.859. (7) The product is [C:1]([O:20][CH2:21][C@@H:22]([O:25][CH2:34][C:33]([O:32][C:28]([CH3:31])([CH3:30])[CH3:29])=[O:36])[CH:23]=[CH2:24])([C:8]1[CH:13]=[CH:12][CH:11]=[CH:10][CH:9]=1)([C:14]1[CH:15]=[CH:16][CH:17]=[CH:18][CH:19]=1)[C:2]1[CH:7]=[CH:6][CH:5]=[CH:4][CH:3]=1. The yield is 0.770. The catalyst is C1(C)C=CC=CC=1.O. The reactants are [C:1]([O:20][CH2:21][C@@H:22]([OH:25])[CH:23]=[CH2:24])([C:14]1[CH:19]=[CH:18][CH:17]=[CH:16][CH:15]=1)([C:8]1[CH:13]=[CH:12][CH:11]=[CH:10][CH:9]=1)[C:2]1[CH:7]=[CH:6][CH:5]=[CH:4][CH:3]=1.[OH-].[Na+].[C:28]([O:32][C:33](=[O:36])[CH2:34]Br)([CH3:31])([CH3:30])[CH3:29].